From a dataset of Reaction yield outcomes from USPTO patents with 853,638 reactions. Predict the reaction yield, written as a fraction of the theoretical maximum amount of product (1.0 means a 100% yield; for example, 0.34 means a 34% yield). (1) The reactants are [CH3:1][O:2][C:3]([C:5]1[CH:6]=[CH:7][C:8]([OH:11])=[CH:9][CH:10]=1)=[O:4].[F:12][C:13]1[CH:20]=[CH:19][C:16]([CH2:17]Cl)=[CH:15][CH:14]=1.C(=O)([O-])[O-].[K+].[K+]. The catalyst is CC(C)=O. The product is [F:12][C:13]1[CH:20]=[CH:19][C:16]([CH2:17][O:11][C:8]2[CH:9]=[CH:10][C:5]([C:3]([O:2][CH3:1])=[O:4])=[CH:6][CH:7]=2)=[CH:15][CH:14]=1. The yield is 0.960. (2) The reactants are [O:1]([CH2:8][CH2:9][CH2:10][CH2:11][CH2:12][CH2:13][CH:14]([C:16]1[O:17][C:18]([CH3:21])=[N:19][N:20]=1)[OH:15])[C:2]1[CH:7]=[CH:6][CH:5]=[CH:4][CH:3]=1.[CH2:22]([O:29]C1C=CC(OCCCCCCC=O)=CC=1)[C:23]1[CH:28]=[CH:27][CH:26]=[CH:25][CH:24]=1.[Cl-].[Ce+3].[Cl-].[Cl-].CN1NC=CO1. No catalyst specified. The product is [CH2:22]([O:29][C:5]1[CH:4]=[CH:3][C:2]([O:1][CH2:8][CH2:9][CH2:10][CH2:11][CH2:12][CH2:13][CH:14]([C:16]2[O:17][C:18]([CH3:21])=[N:19][N:20]=2)[OH:15])=[CH:7][CH:6]=1)[C:23]1[CH:28]=[CH:27][CH:26]=[CH:25][CH:24]=1. The yield is 0.550. (3) The reactants are [NH2:1][CH2:2][C:3]1[CH:8]=[C:7]([C:9]2[N:14]=[CH:13][N:12]=[C:11]([NH:15][C:16]3[CH:21]=[CH:20][CH:19]=[C:18]([Cl:22])[CH:17]=3)[N:10]=2)[CH:6]=[CH:5][N:4]=1.[C:23](O[C:23]([O:24][CH2:25][CH3:26])=[O:27])(=[O:27])[O:24][CH2:25][CH3:26].C(N(CC)CC)C.O. The catalyst is CN(C)C=O. The product is [CH2:25]([O:24][C:23](=[O:27])[NH:1][CH2:2][C:3]1[CH:8]=[C:7]([C:9]2[N:10]=[C:11]([NH:15][C:16]3[CH:21]=[CH:20][CH:19]=[C:18]([Cl:22])[CH:17]=3)[N:12]=[CH:13][N:14]=2)[CH:6]=[CH:5][N:4]=1)[CH3:26]. The yield is 0.700. (4) The reactants are [CH2:1]1[CH:5]2[CH:6]3[CH:10]=[CH:9][CH:8]([CH:4]2C=C1)C3.C(C(Cl)C1C=CC=CC=1)=C.[N+]([C:24]1C=C([N+]([O-])=O)C=C[C:25]=1[OH:33])([O-])=O.[OH-].[Na+].Cl. The catalyst is [Br-].C([N+](CCCC)(CCCC)CCCC)CCC.C1(C)C=CC=CC=1.C(C(C)=O)C. The product is [CH:25]([O:33][CH2:1][C:5]1[CH:4]=[CH:8][CH:9]=[CH:10][CH:6]=1)=[CH2:24]. The yield is 0.950. (5) The reactants are ClC1C=CC([C@@H]2CN(C3N=NC(Cl)=CC=3)C[C@H]2C(OC)=O)=CC=1.[Cl:24][C:25]1[CH:30]=[CH:29][C:28]([C@@H:31]2[CH2:35][N:34]([C:36]3[CH:41]=[CH:40][C:39](=[O:42])[NH:38][N:37]=3)[CH2:33][C@H:32]2[C:43]([O:45]C)=[O:44])=[CH:27][CH:26]=1. No catalyst specified. The product is [Cl:24][C:25]1[CH:30]=[CH:29][C:28]([C@@H:31]2[CH2:35][N:34]([C:36]3[CH:41]=[CH:40][C:39](=[O:42])[NH:38][N:37]=3)[CH2:33][C@H:32]2[C:43]([OH:45])=[O:44])=[CH:27][CH:26]=1. The yield is 0.700. (6) The reactants are F[C:2]1[N:7]=[C:6]([N:8]2[C:16]3[CH:15]=[C:14]([C:17]4[CH:18]=[N:19][CH:20]=[C:21]([CH:23]5[CH2:26][O:25][CH2:24]5)[CH:22]=4)[N:13]=[CH:12][C:11]=3[CH:10]=[N:9]2)[CH:5]=[CH:4][CH:3]=1.[CH3:27][C@H:28]1[CH2:33][NH:32][CH2:31][CH2:30][NH:29]1. No catalyst specified. The product is [CH3:27][C@@H:28]1[NH:29][CH2:30][CH2:31][N:32]([C:2]2[N:7]=[C:6]([N:8]3[C:16]4[CH:15]=[C:14]([C:17]5[CH:18]=[N:19][CH:20]=[C:21]([CH:23]6[CH2:26][O:25][CH2:24]6)[CH:22]=5)[N:13]=[CH:12][C:11]=4[CH:10]=[N:9]3)[CH:5]=[CH:4][CH:3]=2)[CH2:33]1. The yield is 0.240. (7) The reactants are [Cl:1][C:2]1[CH:3]=[C:4]([C@H:9]([CH2:20][CH:21]=O)[CH2:10][N:11]([CH3:19])[C:12](=[O:18])[O:13][C:14]([CH3:17])([CH3:16])[CH3:15])[CH:5]=[CH:6][C:7]=1[Cl:8].Cl.[NH:24]1[CH2:27][CH:26]([N:28]2[CH2:33][CH2:32][S:31][CH2:30][CH2:29]2)[CH2:25]1.C(O[BH-](OC(=O)C)OC(=O)C)(=O)C.[Na+].C(N(CC)CC)C. The catalyst is ClCCCl. The product is [Cl:1][C:2]1[CH:3]=[C:4]([C@H:9]([CH2:20][CH2:21][N:24]2[CH2:27][CH:26]([N:28]3[CH2:33][CH2:32][S:31][CH2:30][CH2:29]3)[CH2:25]2)[CH2:10][N:11]([CH3:19])[C:12](=[O:18])[O:13][C:14]([CH3:17])([CH3:16])[CH3:15])[CH:5]=[CH:6][C:7]=1[Cl:8]. The yield is 0.310.